Dataset: Reaction yield outcomes from USPTO patents with 853,638 reactions. Task: Predict the reaction yield, written as a fraction of the theoretical maximum amount of product (1.0 means a 100% yield; for example, 0.34 means a 34% yield). The reactants are [CH3:1][C:2]1[CH2:7][O:6][CH:5]([C:8]([OH:10])=[O:9])[CH2:4][CH:3]=1. The yield is 0.910. The product is [CH3:1][CH:2]1[CH2:7][O:6][CH:5]([C:8]([OH:10])=[O:9])[CH2:4][CH2:3]1. The catalyst is CO.[Pt].